Dataset: Catalyst prediction with 721,799 reactions and 888 catalyst types from USPTO. Task: Predict which catalyst facilitates the given reaction. Reactant: [Cl:1][C:2]1[CH:7]=[CH:6][C:5]([CH3:8])=[C:4]([CH2:9]Cl)[CH:3]=1.O.[C-:12]#[N:13].[Na+]. Product: [Cl:1][C:2]1[CH:7]=[CH:6][C:5]([CH3:8])=[C:4]([CH2:9][C:12]#[N:13])[CH:3]=1. The catalyst class is: 16.